Predict the reaction yield, written as a fraction of the theoretical maximum amount of product (1.0 means a 100% yield; for example, 0.34 means a 34% yield). From a dataset of Reaction yield outcomes from USPTO patents with 853,638 reactions. (1) The product is [CH2:2]([C:3]1[CH:8]=[CH:7][C:6]([Cl:9])=[CH:5][C:4]=1[O:10][CH3:11])[C:12]1[CH:17]=[CH:16][CH:15]=[CH:14][CH:13]=1. The reactants are Br[CH2:2][C:3]1[CH:8]=[CH:7][C:6]([Cl:9])=[CH:5][C:4]=1[O:10][CH3:11].[C:12]1(B(O)O)[CH:17]=[CH:16][CH:15]=[CH:14][CH:13]=1.C([O-])([O-])=O.[K+].[K+]. The yield is 0.180. The catalyst is O1CCOCC1.C1C=CC([P]([Pd]([P](C2C=CC=CC=2)(C2C=CC=CC=2)C2C=CC=CC=2)([P](C2C=CC=CC=2)(C2C=CC=CC=2)C2C=CC=CC=2)[P](C2C=CC=CC=2)(C2C=CC=CC=2)C2C=CC=CC=2)(C2C=CC=CC=2)C2C=CC=CC=2)=CC=1. (2) The yield is 0.640. The product is [Cl:72][C:63]1[CH:64]=[C:65]([C:66]2[CH:71]=[CH:70][CH:69]=[CH:68][CH:67]=2)[C:59]2[O:58][C:57]([CH2:56][NH2:53])([CH3:73])[CH2:61][C:60]=2[CH:62]=1. The catalyst is [Pt]. The reactants are CC1C=CC(S(OCC2(C)CC3C=C(Cl)C=C(C4C=CC=CC=4)C=3O2)(=O)=O)=CC=1.[N-]=[N+]=[N-].[Na+].N(CC1CC2C=C(Cl)C=C(C3C=CSC=3)C=2O1)=[N+]=[N-].[N:53]([CH2:56][C:57]1([CH3:73])[CH2:61][C:60]2[CH:62]=[C:63]([Cl:72])[CH:64]=[C:65]([C:66]3[CH:71]=[CH:70][CH:69]=[CH:68][CH:67]=3)[C:59]=2[O:58]1)=[N+]=[N-].[N-]=[N+]=[N-]. (3) The reactants are C([O:8][C:9]1[CH:10]=[C:11]([N:15]2[C:19]([NH:20][C:21](=[O:36])[C:22]3[CH:27]=[C:26]([C:28]4[C:33]([F:34])=[CH:32][CH:31]=[CH:30][N:29]=4)[CH:25]=[CH:24][C:23]=3[Cl:35])=[CH:18][C:17]([C:37](OCC)=[O:38])=[N:16]2)[CH:12]=[CH:13][CH:14]=1)C1C=CC=CC=1.[NH3:42].B(Cl)(Cl)Cl. The catalyst is CO. The product is [Cl:35][C:23]1[CH:24]=[CH:25][C:26]([C:28]2[C:33]([F:34])=[CH:32][CH:31]=[CH:30][N:29]=2)=[CH:27][C:22]=1[C:21]([NH:20][C:19]1[N:15]([C:11]2[CH:12]=[CH:13][CH:14]=[C:9]([OH:8])[CH:10]=2)[N:16]=[C:17]([C:37]([NH2:42])=[O:38])[CH:18]=1)=[O:36]. The yield is 0.0600. (4) The product is [CH3:1][O:2][C:3]1[CH:4]=[CH:5][C:6]([S:9]([NH:12][CH2:13][C:14]2[CH:15]=[CH:16][C:17]([CH2:18][C:19]3[CH:24]=[CH:23][C:22]([NH2:25])=[CH:21][CH:20]=3)=[CH:28][CH:29]=2)(=[O:10])=[O:11])=[CH:7][CH:8]=1. The reactants are [CH3:1][O:2][C:3]1[CH:8]=[CH:7][C:6]([S:9]([NH:12][CH2:13][C:14]2[CH:29]=[CH:28][C:17]([CH2:18][C:19]3[CH:24]=[CH:23][C:22]([N+:25]([O-])=O)=[CH:21][CH:20]=3)=[CH:16][CH:15]=2)(=[O:11])=[O:10])=[CH:5][CH:4]=1. The yield is 0.870. The catalyst is C(OCC)(=O)C.[Pd]. (5) The reactants are Br[C:2]1[S:3][CH:4]=[C:5]([CH2:7][O:8][Si:9]([C:12]([CH3:15])([CH3:14])[CH3:13])([CH3:11])[CH3:10])[N:6]=1.[CH3:16][O:17][CH2:18][C@@H:19]1[CH2:23][CH2:22][CH2:21][NH:20]1.C(N(CC)CC)C. The catalyst is O1CCOCC1. The product is [Si:9]([O:8][CH2:7][C:5]1[N:6]=[C:2]([N:20]2[CH2:21][CH2:22][CH2:23][C@H:19]2[CH2:18][O:17][CH3:16])[S:3][CH:4]=1)([C:12]([CH3:15])([CH3:14])[CH3:13])([CH3:11])[CH3:10]. The yield is 0.310. (6) The reactants are [Cl:1][C:2]1[N:7]=[C:6](S(C)(=O)=O)[N:5]=[C:4]([N:12]2[CH2:17][CH2:16][O:15][CH2:14][CH2:13]2)[CH:3]=1.[NH2:18][C@H:19]([CH3:22])[CH2:20][OH:21].CCN(C(C)C)C(C)C. The catalyst is CN(C=O)C. The product is [Cl:1][C:2]1[CH:3]=[C:4]([N:12]2[CH2:17][CH2:16][O:15][CH2:14][CH2:13]2)[N:5]=[C:6]([NH:18][C@H:19]([CH3:22])[CH2:20][OH:21])[N:7]=1. The yield is 0.920. (7) The reactants are [O:1]([C:3]1[CH:8]=[CH:7][N+:6]([O-])=[CH:5][CH:4]=1)[CH3:2].C[Si]([C:14]#[N:15])(C)C.CN(C)C(Cl)=O.C(=O)([O-])[O-].[K+].[K+]. The catalyst is ClCCl. The product is [C:14]([C:7]1[CH:8]=[C:3]([O:1][CH3:2])[CH:4]=[CH:5][N:6]=1)#[N:15]. The yield is 0.800. (8) The reactants are [CH3:1][C:2]1[CH:7]=[CH:6][C:5]([S:8]([NH:11][CH2:12][C:13]#[CH:14])(=[O:10])=[O:9])=[CH:4][CH:3]=1.C(=O)([O-])[O-].[K+].[K+].Br[CH2:22]/[CH:23]=[CH:24]/[C:25]1[CH:30]=[CH:29][CH:28]=[CH:27][C:26]=1[Cl:31]. No catalyst specified. The product is [Cl:31][C:26]1[CH:27]=[CH:28][CH:29]=[CH:30][C:25]=1[CH:24]=[CH:23][CH2:22][N:11]([CH2:12][C:13]#[CH:14])[S:8]([C:5]1[CH:6]=[CH:7][C:2]([CH3:1])=[CH:3][CH:4]=1)(=[O:10])=[O:9]. The yield is 0.780. (9) The reactants are CC[O:3][CH2:4][CH3:5].[Br:6][C:7]1[CH:14]=[CH:13][C:10](C=O)=[CH:9][CH:8]=1.[CH2:15]1[CH2:19]O[CH2:17][CH2:16]1. No catalyst specified. The product is [Br:6][C:7]1[CH:8]=[CH:9][C:10]([CH:4]([OH:3])[CH2:5][CH2:19][CH2:15][CH2:16][CH3:17])=[CH:13][CH:14]=1. The yield is 0.760.